This data is from KCNQ2 potassium channel screen with 302,405 compounds. The task is: Binary Classification. Given a drug SMILES string, predict its activity (active/inactive) in a high-throughput screening assay against a specified biological target. (1) The compound is s1c(nnc1NC(=O)CSc1[nH]c(N)cc(=O)n1)c1ccccc1. The result is 0 (inactive). (2) The molecule is Clc1cc(NC(=O)Nc2n(nc(c2)C)c2ncccc2)ccc1. The result is 0 (inactive). (3) The drug is Clc1cc(c2[nH]nc(SCC(=O)N(C)C)n2)c(OC)cc1. The result is 0 (inactive). (4) The drug is s1c(nnc1N)CCOc1c(OC)cccc1. The result is 0 (inactive). (5) The molecule is S(=O)(=O)(NCC1OCCC1)c1cc(c2nnc(N3CCCCC3)c3c2cccc3)ccc1C. The result is 0 (inactive). (6) The molecule is O1c2c(OC1)ccc(C(=O)Nc1c(cc(N(CC)CC)cc1)C)c2. The result is 0 (inactive).